From a dataset of Forward reaction prediction with 1.9M reactions from USPTO patents (1976-2016). Predict the product of the given reaction. (1) The product is: [CH:3]1([N:6]2[C:14]3[C:9](=[C:10]([O:20][CH3:21])[CH:11]=[C:12]([C:15]([OH:17])=[O:16])[CH:13]=3)[C:8]([CH3:22])=[CH:7]2)[CH2:4][CH2:5]1. Given the reactants [OH-].[Na+].[CH:3]1([N:6]2[C:14]3[C:9](=[C:10]([O:20][CH3:21])[CH:11]=[C:12]([C:15]([O:17]CC)=[O:16])[CH:13]=3)[C:8]([CH3:22])=[CH:7]2)[CH2:5][CH2:4]1.Cl, predict the reaction product. (2) Given the reactants [NH2:1][C:2]1[CH:3]=[C:4]([C:8]#[C:9][C:10]2[CH:11]=[N:12][C:13]([NH2:16])=[N:14][CH:15]=2)[CH:5]=[CH:6][CH:7]=1.C(N(CC)CC)C.[C:24]([C:28]1[S:32][C:31]([NH:33][C:34](=O)[O:35]C2C=CC=CC=2)=[N:30][N:29]=1)([CH3:27])([CH3:26])[CH3:25], predict the reaction product. The product is: [NH2:16][C:13]1[N:12]=[CH:11][C:10]([C:9]#[C:8][C:4]2[CH:3]=[C:2]([NH:1][C:34]([NH:33][C:31]3[S:32][C:28]([C:24]([CH3:27])([CH3:26])[CH3:25])=[N:29][N:30]=3)=[O:35])[CH:7]=[CH:6][CH:5]=2)=[CH:15][N:14]=1.